This data is from Forward reaction prediction with 1.9M reactions from USPTO patents (1976-2016). The task is: Predict the product of the given reaction. (1) Given the reactants Br[C:2]1[CH:13]=[N:12][C:11]2[N:10]3[CH2:14][CH2:15][CH2:16][CH:9]3[CH2:8][CH2:7][C:6]([C:17]([O:19][CH3:20])=[O:18])=[CH:5][C:4]=2[CH:3]=1.[CH2:21]([O:25][CH2:26][CH2:27][O:28][C:29]1[CH:34]=[CH:33][C:32](OB(O)O)=[CH:31][CH:30]=1)[CH2:22][CH2:23][CH3:24].C(=O)([O-])[O-].[K+].[K+], predict the reaction product. The product is: [CH2:21]([O:25][CH2:26][CH2:27][O:28][C:29]1[CH:30]=[CH:31][C:32]([C:2]2[CH:13]=[N:12][C:11]3[N:10]4[CH2:14][CH2:15][CH2:16][CH:9]4[CH2:8][CH2:7][C:6]([C:17]([O:19][CH3:20])=[O:18])=[CH:5][C:4]=3[CH:3]=2)=[CH:33][CH:34]=1)[CH2:22][CH2:23][CH3:24]. (2) Given the reactants [C:1]([CH:3]=[CH:4][CH2:5][CH2:6][C@H:7]([NH:10][C:11](=[O:17])[O:12][C:13]([CH3:16])([CH3:15])[CH3:14])[CH2:8][OH:9])#[N:2].C[O-].[Na+].COC(C)(C)C, predict the reaction product. The product is: [C:1]([CH2:3][CH:4]1[O:9][CH2:8][C@@H:7]([NH:10][C:11](=[O:17])[O:12][C:13]([CH3:14])([CH3:16])[CH3:15])[CH2:6][CH2:5]1)#[N:2]. (3) Given the reactants [Br:1][C:2]1[CH:12]=[C:11]([O:13][CH3:14])[C:10]([O:15][CH2:16][C:17]2[CH:22]=[CH:21][C:20]([O:23][CH3:24])=[CH:19][CH:18]=2)=[CH:9][C:3]=1[C:4]([O:6]CC)=[O:5].O.CO, predict the reaction product. The product is: [Br:1][C:2]1[CH:12]=[C:11]([O:13][CH3:14])[C:10]([O:15][CH2:16][C:17]2[CH:22]=[CH:21][C:20]([O:23][CH3:24])=[CH:19][CH:18]=2)=[CH:9][C:3]=1[C:4]([OH:6])=[O:5]. (4) The product is: [C:22]([C:26]1[CH:31]=[CH:30][C:29]([C:32]2[CH:37]=[CH:36][N:35]=[C:34]([Br:20])[CH:33]=2)=[CH:28][CH:27]=1)([CH3:25])([CH3:24])[CH3:23]. Given the reactants C1(P(C2C=CC=CC=2)C2C=CC=CC=2)C=CC=CC=1.[Br:20]Br.[C:22]([C:26]1[CH:31]=[CH:30][C:29]([C:32]2[CH:37]=[CH:36][N+:35]([O-])=[CH:34][CH:33]=2)=[CH:28][CH:27]=1)([CH3:25])([CH3:24])[CH3:23], predict the reaction product. (5) Given the reactants [OH:1][C:2]1[CH:14]=[CH:13][C:5]2[C:6]([C:9]([F:12])([F:11])[F:10])=[N:7][O:8][C:4]=2[C:3]=1[CH2:15][CH2:16][CH3:17].N1C=CC=CC=1.[O:24](S(C(F)(F)F)(=O)=O)[S:25]([C:28]([F:31])([F:30])[F:29])(=O)=[O:26].[OH-].[Na+], predict the reaction product. The product is: [F:29][C:28]([F:31])([F:30])[S:25]([O:1][C:2]1[CH:14]=[CH:13][C:5]2[C:6]([C:9]([F:12])([F:11])[F:10])=[N:7][O:8][C:4]=2[C:3]=1[CH2:15][CH2:16][CH3:17])(=[O:26])=[O:24].